From a dataset of NCI-60 drug combinations with 297,098 pairs across 59 cell lines. Regression. Given two drug SMILES strings and cell line genomic features, predict the synergy score measuring deviation from expected non-interaction effect. (1) Drug 1: COC1=CC(=CC(=C1O)OC)C2C3C(COC3=O)C(C4=CC5=C(C=C24)OCO5)OC6C(C(C7C(O6)COC(O7)C8=CC=CS8)O)O. Drug 2: CC1=CC2C(CCC3(C2CCC3(C(=O)C)OC(=O)C)C)C4(C1=CC(=O)CC4)C. Cell line: NCI-H322M. Synergy scores: CSS=-3.82, Synergy_ZIP=0.237, Synergy_Bliss=-2.18, Synergy_Loewe=-13.1, Synergy_HSA=-6.34. (2) Drug 1: COC1=C2C(=CC3=C1OC=C3)C=CC(=O)O2. Drug 2: C(CCl)NC(=O)N(CCCl)N=O. Cell line: SF-539. Synergy scores: CSS=-9.09, Synergy_ZIP=-2.54, Synergy_Bliss=-11.0, Synergy_Loewe=-20.4, Synergy_HSA=-19.3. (3) Drug 1: CN(C)C1=NC(=NC(=N1)N(C)C)N(C)C. Drug 2: CC1CCC2CC(C(=CC=CC=CC(CC(C(=O)C(C(C(=CC(C(=O)CC(OC(=O)C3CCCCN3C(=O)C(=O)C1(O2)O)C(C)CC4CCC(C(C4)OC)O)C)C)O)OC)C)C)C)OC. Cell line: BT-549. Synergy scores: CSS=14.9, Synergy_ZIP=-1.75, Synergy_Bliss=-6.07, Synergy_Loewe=-22.6, Synergy_HSA=-9.92. (4) Drug 1: CCC(=C(C1=CC=CC=C1)C2=CC=C(C=C2)OCCN(C)C)C3=CC=CC=C3.C(C(=O)O)C(CC(=O)O)(C(=O)O)O. Drug 2: CC=C1C(=O)NC(C(=O)OC2CC(=O)NC(C(=O)NC(CSSCCC=C2)C(=O)N1)C(C)C)C(C)C. Cell line: EKVX. Synergy scores: CSS=10.1, Synergy_ZIP=-4.29, Synergy_Bliss=-3.85, Synergy_Loewe=-7.09, Synergy_HSA=-3.28. (5) Drug 1: CC1=C(C=C(C=C1)C(=O)NC2=CC(=CC(=C2)C(F)(F)F)N3C=C(N=C3)C)NC4=NC=CC(=N4)C5=CN=CC=C5. Drug 2: C1CN(P(=O)(OC1)NCCCl)CCCl. Cell line: OVCAR-5. Synergy scores: CSS=-0.0360, Synergy_ZIP=0.0328, Synergy_Bliss=0.433, Synergy_Loewe=1.61, Synergy_HSA=-0.989. (6) Drug 1: C1=CC(=CC=C1C#N)C(C2=CC=C(C=C2)C#N)N3C=NC=N3. Drug 2: CC1=C(C(=O)C2=C(C1=O)N3CC4C(C3(C2COC(=O)N)OC)N4)N. Cell line: MOLT-4. Synergy scores: CSS=33.4, Synergy_ZIP=-5.14, Synergy_Bliss=-4.75, Synergy_Loewe=-15.5, Synergy_HSA=-1.27. (7) Drug 1: CC1C(C(=O)NC(C(=O)N2CCCC2C(=O)N(CC(=O)N(C(C(=O)O1)C(C)C)C)C)C(C)C)NC(=O)C3=C4C(=C(C=C3)C)OC5=C(C(=O)C(=C(C5=N4)C(=O)NC6C(OC(=O)C(N(C(=O)CN(C(=O)C7CCCN7C(=O)C(NC6=O)C(C)C)C)C)C(C)C)C)N)C. Drug 2: CC1=C2C(C(=O)C3(C(CC4C(C3C(C(C2(C)C)(CC1OC(=O)C(C(C5=CC=CC=C5)NC(=O)C6=CC=CC=C6)O)O)OC(=O)C7=CC=CC=C7)(CO4)OC(=O)C)O)C)OC(=O)C. Cell line: EKVX. Synergy scores: CSS=11.2, Synergy_ZIP=-0.00706, Synergy_Bliss=6.17, Synergy_Loewe=-1.53, Synergy_HSA=-0.0300.